Dataset: Full USPTO retrosynthesis dataset with 1.9M reactions from patents (1976-2016). Task: Predict the reactants needed to synthesize the given product. (1) Given the product [F:28][C@H:29]1[C@@H:34]([CH2:35][O:36][C:2]2[CH:7]=[CH:6][C:5]([S:8](=[O:9])(=[O:10])[N:11]([CH2:22][CH:23]([CH3:25])[CH3:24])[C:12]3[C:17]([CH3:18])=[CH:16][C:15]([CH:19]([CH3:20])[CH3:21])=[CH:14][N:13]=3)=[CH:4][CH:3]=2)[CH2:33][CH2:32][N:31]([C:37]([O:39][C:40]([CH3:43])([CH3:42])[CH3:41])=[O:38])[CH2:30]1, predict the reactants needed to synthesize it. The reactants are: F[C:2]1[CH:7]=[CH:6][C:5]([S:8]([N:11]([CH2:22][CH:23]([CH3:25])[CH3:24])[C:12]2[C:17]([CH3:18])=[CH:16][C:15]([CH:19]([CH3:21])[CH3:20])=[CH:14][N:13]=2)(=[O:10])=[O:9])=[CH:4][CH:3]=1.[H-].[Na+].[F:28][C@H:29]1[C@@H:34]([CH2:35][OH:36])[CH2:33][CH2:32][N:31]([C:37]([O:39][C:40]([CH3:43])([CH3:42])[CH3:41])=[O:38])[CH2:30]1. (2) Given the product [CH2:1]([C:3]1[S:28][C:6]2[N:7]([CH2:13][C:14]3[CH:19]=[CH:18][C:17]([C:20]4[C:21]([C:26]#[N:27])=[CH:22][CH:23]=[CH:24][CH:25]=4)=[CH:16][CH:15]=3)[C:8](=[O:12])[N:9]([CH2:60][C:61]3([CH3:65])[CH2:64][O:63][CH2:62]3)[C:10](=[O:11])[C:5]=2[CH:4]=1)[CH3:2], predict the reactants needed to synthesize it. The reactants are: [CH2:1]([C:3]1[S:28][C:6]2[N:7]([CH2:13][C:14]3[CH:19]=[CH:18][C:17]([C:20]4[C:21]([C:26]#[N:27])=[CH:22][CH:23]=[CH:24][CH:25]=4)=[CH:16][CH:15]=3)[C:8](=[O:12])[NH:9][C:10](=[O:11])[C:5]=2[CH:4]=1)[CH3:2].N(C(N1CCCCC1)=O)=NC(N1CCCCC1)=O.C(P(CCCC)CCCC)CCC.[CH3:60][C:61]1([CH2:65]O)[CH2:64][O:63][CH2:62]1. (3) Given the product [CH:1]1([CH2:4][O:5][C:6]2[CH:7]=[C:8]([CH:15]([CH2:23][CH:24]([CH3:26])[CH3:25])[C:16]([O:18][CH2:19][CH3:20])=[O:17])[CH:9]=[CH:10][C:11]=2[N+:12]([O-:14])=[O:13])[CH2:2][CH2:3]1, predict the reactants needed to synthesize it. The reactants are: [CH:1]1([CH2:4][O:5][C:6]2[CH:7]=[C:8]([CH2:15][C:16]([O:18][CH2:19][CH3:20])=[O:17])[CH:9]=[CH:10][C:11]=2[N+:12]([O-:14])=[O:13])[CH2:3][CH2:2]1.[H-].[Na+].[CH2:23](Br)[CH:24]([CH3:26])[CH3:25].[NH4+].[Cl-]. (4) Given the product [N:1]1([C:6]2[CH:11]=[CH:10][C:9]([O:12][C:15](=[O:16])[N:14]([CH3:13])[C:18]3[CH:23]=[CH:22][CH:21]=[CH:20][CH:19]=3)=[CH:8][CH:7]=2)[CH:5]=[CH:4][N:3]=[CH:2]1, predict the reactants needed to synthesize it. The reactants are: [N:1]1([C:6]2[CH:11]=[CH:10][C:9]([OH:12])=[CH:8][CH:7]=2)[CH:5]=[CH:4][N:3]=[CH:2]1.[CH3:13][N:14]([C:18]1[CH:23]=[CH:22][CH:21]=[CH:20][CH:19]=1)[C:15](Cl)=[O:16]. (5) The reactants are: [CH3:1][N:2]1[CH2:7][CH2:6][NH:5][CH2:4][CH2:3]1.C(=O)([O-])[O-].[K+].[K+].Br[CH2:15][C:16]1[CH:25]=[CH:24][C:19]([C:20]([O:22][CH3:23])=[O:21])=[CH:18][CH:17]=1. Given the product [CH3:1][N:2]1[CH2:7][CH2:6][N:5]([CH2:15][C:16]2[CH:25]=[CH:24][C:19]([C:20]([O:22][CH3:23])=[O:21])=[CH:18][CH:17]=2)[CH2:4][CH2:3]1, predict the reactants needed to synthesize it.